Dataset: Forward reaction prediction with 1.9M reactions from USPTO patents (1976-2016). Task: Predict the product of the given reaction. (1) Given the reactants [F:1][C:2]1[CH:7]=[C:6]([CH2:8][CH2:9][OH:10])[CH:5]=[CH:4][C:3]=1[OH:11].[Cl:12][C:13]1[CH:18]=[CH:17][C:16](B(O)O)=[CH:15][C:14]=1[F:22].N1C=CC=CC=1, predict the reaction product. The product is: [Cl:12][C:13]1[CH:18]=[CH:17][C:16]([O:11][C:3]2[CH:4]=[CH:5][C:6]([CH2:8][CH2:9][OH:10])=[CH:7][C:2]=2[F:1])=[CH:15][C:14]=1[F:22]. (2) Given the reactants C(C1N=C(OCC)C(C2N([C:35]([N:37]3[CH2:42][CH2:41][NH:40][CH2:39][CH2:38]3)=[O:36])C(C3C=CC(Cl)=CC=3)(C)C(C3C=CC(Cl)=CC=3)(C)N=2)=CN=1)(C)(C)C.[CH2:43]1[O:45][C@@H:44]1[CH2:46][OH:47], predict the reaction product. The product is: [OH:45][C@H:44]([CH2:46][OH:47])[CH2:43][N:40]1[CH2:39][CH2:38][N:37]([CH:35]=[O:36])[CH2:42][CH2:41]1.